This data is from Forward reaction prediction with 1.9M reactions from USPTO patents (1976-2016). The task is: Predict the product of the given reaction. Given the reactants [CH2:1]([N:3]1[C:14](=[O:15])[C:12]2[N:13]3[C:8](=[CH:9][C:10](=[O:18])[C:11]=2[O:16][CH3:17])[CH:7]([OH:19])[CH2:6][CH:5]3[CH2:4]1)[CH3:2].[H-].[Na+].[CH3:22]I, predict the reaction product. The product is: [CH2:1]([N:3]1[C:14](=[O:15])[C:12]2[N:13]3[C:8](=[CH:9][C:10](=[O:18])[C:11]=2[O:16][CH3:17])[CH:7]([O:19][CH3:22])[CH2:6][CH:5]3[CH2:4]1)[CH3:2].